From a dataset of Peptide-MHC class II binding affinity with 134,281 pairs from IEDB. Regression. Given a peptide amino acid sequence and an MHC pseudo amino acid sequence, predict their binding affinity value. This is MHC class II binding data. (1) The peptide sequence is VYSEYSVTAADFASKM. The MHC is H-2-IAb with pseudo-sequence H-2-IAb. The binding affinity (normalized) is 0.484. (2) The peptide sequence is SWLNLAAHHPLRMVL. The MHC is DRB1_0404 with pseudo-sequence DRB1_0404. The binding affinity (normalized) is 0.465. (3) The binding affinity (normalized) is 0.358. The MHC is DRB3_0101 with pseudo-sequence DRB3_0101. The peptide sequence is LNKIVRMYSPVSILDI.